From a dataset of Full USPTO retrosynthesis dataset with 1.9M reactions from patents (1976-2016). Predict the reactants needed to synthesize the given product. (1) Given the product [CH:15]([SiH:14]([CH:18]([CH3:20])[CH3:19])[CH2:5][C:6]([CH3:9])([CH3:8])[CH3:7])([CH3:17])[CH3:16], predict the reactants needed to synthesize it. The reactants are: [Mg].II.Br[CH2:5][C:6]([CH3:9])([CH3:8])[CH3:7].C([SiH:14]([CH:18]([CH3:20])[CH3:19])[CH:15]([CH3:17])[CH3:16])CCC. (2) Given the product [Cl:1][C:2]1[CH:7]=[CH:6][C:5]([CH:8]([C:20]2[CH:28]=[CH:27][C:23]([C:24]([NH:33][CH2:32][CH2:30][OH:31])=[O:26])=[CH:22][CH:21]=2)[CH2:9][C:10]([C:12]2[CH:17]=[CH:16][C:15](=[O:18])[N:14]([CH3:19])[CH:13]=2)=[O:11])=[C:4]([F:29])[CH:3]=1, predict the reactants needed to synthesize it. The reactants are: [Cl:1][C:2]1[CH:7]=[CH:6][C:5]([CH:8]([C:20]2[CH:28]=[CH:27][C:23]([C:24]([OH:26])=O)=[CH:22][CH:21]=2)[CH2:9][C:10]([C:12]2[CH:17]=[CH:16][C:15](=[O:18])[N:14]([CH3:19])[CH:13]=2)=[O:11])=[C:4]([F:29])[CH:3]=1.[CH2:30]([CH2:32][NH2:33])[OH:31].F[P-](F)(F)(F)(F)F.N1(O[P+](N(C)C)(N(C)C)N(C)C)C2C=CC=CC=2N=N1. (3) Given the product [CH3:7][C:5]1[S:4][C:3]([C:8]2[CH:9]=[CH:10][N:32]=[C:30]([NH:29][C:19]3[CH:20]=[CH:21][C:22]([N:23]4[CH2:28][CH2:27][O:26][CH2:25][CH2:24]4)=[C:17]([O:16][CH3:15])[CH:18]=3)[N:31]=2)=[C:2]([CH3:1])[N:6]=1, predict the reactants needed to synthesize it. The reactants are: [CH3:1][C:2]1[N:6]=[C:5]([CH3:7])[S:4][C:3]=1/[CH:8]=[CH:9]/[C:10](N(C)C)=O.[CH3:15][O:16][C:17]1[CH:18]=[C:19]([NH:29][C:30]([NH2:32])=[NH:31])[CH:20]=[CH:21][C:22]=1[N:23]1[CH2:28][CH2:27][O:26][CH2:25][CH2:24]1. (4) Given the product [Br:1][C:2]1[CH:11]=[C:10]2[C:5](=[CH:4][CH:3]=1)[N:6]([C:20]([CH:22]1[CH2:23][CH2:24]1)=[O:21])[C@@H:7]([CH3:19])[CH2:8][NH:9]2, predict the reactants needed to synthesize it. The reactants are: [Br:1][C:2]1[CH:11]=[C:10]2[C:5]([N:6]([C:20]([CH:22]3[CH2:24][CH2:23]3)=[O:21])[C@@H:7]([CH3:19])[CH2:8][N:9]2C(OC(C)(C)C)=O)=[CH:4][CH:3]=1.C(O)C.Cl. (5) Given the product [Br:7][C:8]1[CH:16]=[CH:15][C:11]([C:12]2[O:14][CH2:20][CH2:21][N:22]=2)=[C:10]([CH3:17])[CH:9]=1, predict the reactants needed to synthesize it. The reactants are: C(Cl)(=O)C(Cl)=O.[Br:7][C:8]1[CH:16]=[CH:15][C:11]([C:12]([OH:14])=O)=[C:10]([CH3:17])[CH:9]=1.Br.Br[CH2:20][CH2:21][NH2:22].C(N(CC)CC)C. (6) Given the product [C:1]([C@H:3]1[CH2:8][CH2:7][CH2:6][C@H:5]([NH:9][C:10]([C:12]2[C:20]3[C:15](=[N:16][CH:17]=[C:18]([C:21]4[C:29]5[C:24](=[CH:25][C:26]([Cl:30])=[CH:27][CH:28]=5)[N:23]([CH3:31])[N:22]=4)[N:19]=3)[NH:14][CH:13]=2)=[O:11])[CH2:4]1)#[N:2], predict the reactants needed to synthesize it. The reactants are: [C:1]([C@H:3]1[CH2:8][CH2:7][CH2:6][C@H:5]([NH:9][C:10]([C:12]2[C:20]3[C:15](=[N:16][CH:17]=[C:18]([C:21]4[C:29]5[C:24](=[CH:25][C:26]([Cl:30])=[CH:27][CH:28]=5)[N:23]([CH3:31])[N:22]=4)[N:19]=3)[N:14](COCC[Si](C)(C)C)[CH:13]=2)=[O:11])[CH2:4]1)#[N:2].FC(F)(F)C(O)=O.C(N)CN.